This data is from Forward reaction prediction with 1.9M reactions from USPTO patents (1976-2016). The task is: Predict the product of the given reaction. (1) Given the reactants [F:1][C:2]1[C:7]([F:8])=[C:6]([O:9][CH2:10][C:11]2[C:16]3[CH:17]=[C:18]([CH3:20])[O:19][C:15]=3[CH:14]=[CH:13][CH:12]=2)[CH:5]=[CH:4][C:3]=1[CH2:21][CH2:22][C:23]([O:25]CC)=[O:24].[OH-].[Na+], predict the reaction product. The product is: [F:1][C:2]1[C:7]([F:8])=[C:6]([O:9][CH2:10][C:11]2[C:16]3[CH:17]=[C:18]([CH3:20])[O:19][C:15]=3[CH:14]=[CH:13][CH:12]=2)[CH:5]=[CH:4][C:3]=1[CH2:21][CH2:22][C:23]([OH:25])=[O:24]. (2) Given the reactants [CH3:1][C:2]1([CH3:21])[CH2:7][CH:6]([NH:8][CH:9]2[CH2:14][C:13]([CH3:16])([CH3:15])[NH:12][C:11]([CH3:18])([CH3:17])[CH2:10]2)[CH2:5][C:4]([CH3:20])([CH3:19])[NH:3]1.Cl[C:23]1[N:28]=[C:27]([N:29]([CH:40]2[CH2:45][C:44]([CH3:47])([CH3:46])[NH:43][C:42]([CH3:49])([CH3:48])[CH2:41]2)[CH:30]2[CH2:35][C:34]([CH3:37])([CH3:36])[NH:33][C:32]([CH3:39])([CH3:38])[CH2:31]2)[N:26]=[C:25]([N:50]([CH:61]2[CH2:66][C:65]([CH3:68])([CH3:67])[NH:64][C:63]([CH3:70])([CH3:69])[CH2:62]2)[CH:51]2[CH2:56][C:55]([CH3:58])([CH3:57])[NH:54][C:53]([CH3:60])([CH3:59])[CH2:52]2)[N:24]=1.ClCCl.[OH-].[Na+], predict the reaction product. The product is: [CH3:19][C:4]1([CH3:20])[CH2:5][CH:6]([N:8]([CH:9]2[CH2:14][C:13]([CH3:16])([CH3:15])[NH:12][C:11]([CH3:18])([CH3:17])[CH2:10]2)[C:23]2[N:24]=[C:25]([N:50]([CH:51]3[CH2:52][C:53]([CH3:60])([CH3:59])[NH:54][C:55]([CH3:57])([CH3:58])[CH2:56]3)[CH:61]3[CH2:62][C:63]([CH3:69])([CH3:70])[NH:64][C:65]([CH3:67])([CH3:68])[CH2:66]3)[N:26]=[C:27]([N:29]([CH:30]3[CH2:31][C:32]([CH3:39])([CH3:38])[NH:33][C:34]([CH3:37])([CH3:36])[CH2:35]3)[CH:40]3[CH2:41][C:42]([CH3:49])([CH3:48])[NH:43][C:44]([CH3:47])([CH3:46])[CH2:45]3)[N:28]=2)[CH2:7][C:2]([CH3:21])([CH3:1])[NH:3]1.